Dataset: Full USPTO retrosynthesis dataset with 1.9M reactions from patents (1976-2016). Task: Predict the reactants needed to synthesize the given product. Given the product [C:25]([O:1][C@@H:2]([C@@H:9]([NH:14][C:15]([C@H:17]1[O:19][C@@H:18]1[C:20]([O:22][CH2:23][CH3:24])=[O:21])=[O:16])[CH2:10][CH:11]([CH3:12])[CH3:13])[C:3]1[CH:4]=[CH:5][CH:6]=[CH:7][CH:8]=1)(=[O:27])[CH3:26], predict the reactants needed to synthesize it. The reactants are: [OH:1][C@@H:2]([C@@H:9]([NH:14][C:15]([C@H:17]1[O:19][C@@H:18]1[C:20]([O:22][CH2:23][CH3:24])=[O:21])=[O:16])[CH2:10][CH:11]([CH3:13])[CH3:12])[C:3]1[CH:8]=[CH:7][CH:6]=[CH:5][CH:4]=1.[C:25](OC(=O)C)(=[O:27])[CH3:26].